This data is from NCI-60 drug combinations with 297,098 pairs across 59 cell lines. The task is: Regression. Given two drug SMILES strings and cell line genomic features, predict the synergy score measuring deviation from expected non-interaction effect. (1) Drug 1: CC1C(C(CC(O1)OC2CC(CC3=C2C(=C4C(=C3O)C(=O)C5=C(C4=O)C(=CC=C5)OC)O)(C(=O)CO)O)N)O.Cl. Drug 2: B(C(CC(C)C)NC(=O)C(CC1=CC=CC=C1)NC(=O)C2=NC=CN=C2)(O)O. Cell line: OVCAR-4. Synergy scores: CSS=66.8, Synergy_ZIP=-0.893, Synergy_Bliss=-2.20, Synergy_Loewe=-1.89, Synergy_HSA=-1.78. (2) Drug 1: CCCCC(=O)OCC(=O)C1(CC(C2=C(C1)C(=C3C(=C2O)C(=O)C4=C(C3=O)C=CC=C4OC)O)OC5CC(C(C(O5)C)O)NC(=O)C(F)(F)F)O. Drug 2: C1=NC(=NC(=O)N1C2C(C(C(O2)CO)O)O)N. Cell line: MCF7. Synergy scores: CSS=45.9, Synergy_ZIP=15.1, Synergy_Bliss=7.73, Synergy_Loewe=11.9, Synergy_HSA=9.73. (3) Drug 1: C#CCC(CC1=CN=C2C(=N1)C(=NC(=N2)N)N)C3=CC=C(C=C3)C(=O)NC(CCC(=O)O)C(=O)O. Drug 2: CN(C(=O)NC(C=O)C(C(C(CO)O)O)O)N=O. Cell line: 786-0. Synergy scores: CSS=4.13, Synergy_ZIP=-1.02, Synergy_Bliss=-0.0583, Synergy_Loewe=2.05, Synergy_HSA=0.0900. (4) Cell line: HCT-15. Synergy scores: CSS=58.0, Synergy_ZIP=-2.38, Synergy_Bliss=-1.41, Synergy_Loewe=0.369, Synergy_HSA=0.452. Drug 1: CC1OCC2C(O1)C(C(C(O2)OC3C4COC(=O)C4C(C5=CC6=C(C=C35)OCO6)C7=CC(=C(C(=C7)OC)O)OC)O)O. Drug 2: CCC1(C2=C(COC1=O)C(=O)N3CC4=CC5=C(C=CC(=C5CN(C)C)O)N=C4C3=C2)O.Cl. (5) Drug 1: COC1=C(C=C2C(=C1)N=CN=C2NC3=CC(=C(C=C3)F)Cl)OCCCN4CCOCC4. Drug 2: CC(C1=C(C=CC(=C1Cl)F)Cl)OC2=C(N=CC(=C2)C3=CN(N=C3)C4CCNCC4)N. Cell line: HOP-62. Synergy scores: CSS=13.4, Synergy_ZIP=-0.304, Synergy_Bliss=4.56, Synergy_Loewe=2.79, Synergy_HSA=3.33. (6) Cell line: NCI/ADR-RES. Drug 2: CN1C(=O)N2C=NC(=C2N=N1)C(=O)N. Drug 1: C1=C(C(=O)NC(=O)N1)N(CCCl)CCCl. Synergy scores: CSS=22.2, Synergy_ZIP=0.395, Synergy_Bliss=9.86, Synergy_Loewe=-6.02, Synergy_HSA=5.76.